Dataset: Full USPTO retrosynthesis dataset with 1.9M reactions from patents (1976-2016). Task: Predict the reactants needed to synthesize the given product. Given the product [F:1][C:2]1[C:10]([NH:11][S:12](=[O:18])(=[O:17])[NH:13][CH2:14][CH2:15][CH3:16])=[CH:9][CH:8]=[C:7]([F:19])[C:3]=1[C:4]([NH:31][C:28]1[CH:29]=[C:30]2[C:22]([O:21][CH3:20])=[N:23][NH:24][C:25]2=[N:26][CH:27]=1)=[O:6], predict the reactants needed to synthesize it. The reactants are: [F:1][C:2]1[C:10]([NH:11][S:12](=[O:18])(=[O:17])[NH:13][CH2:14][CH2:15][CH3:16])=[CH:9][CH:8]=[C:7]([F:19])[C:3]=1[C:4]([OH:6])=O.[CH3:20][O:21][C:22]1[C:30]2[C:25](=[N:26][CH:27]=[C:28]([NH2:31])[CH:29]=2)[NH:24][N:23]=1.C1C=CC2N(O)N=NC=2C=1.CCN=C=NCCCN(C)C.